Dataset: Full USPTO retrosynthesis dataset with 1.9M reactions from patents (1976-2016). Task: Predict the reactants needed to synthesize the given product. (1) Given the product [C:25]1([C:28]2[CH:33]=[CH:32][CH:31]=[CH:30][CH:29]=2)[CH:24]=[CH:23][C:22]([C:18]2[O:19][C:20]([CH3:21])=[C:16]([CH2:15][CH2:14][O:13][C:10]3[CH:11]=[CH:12][C:7]([CH2:6][C:5]([CH3:41])([O:34][C:35]4[CH:36]=[CH:37][CH:38]=[CH:39][CH:40]=4)[C:4]([OH:42])=[O:3])=[CH:8][CH:9]=3)[N:17]=2)=[CH:27][CH:26]=1, predict the reactants needed to synthesize it. The reactants are: C([O:3][C:4](=[O:42])[C:5]([CH3:41])([O:34][C:35]1[CH:40]=[CH:39][CH:38]=[CH:37][CH:36]=1)[CH2:6][C:7]1[CH:12]=[CH:11][C:10]([O:13][CH2:14][CH2:15][C:16]2[N:17]=[C:18]([C:22]3[CH:27]=[CH:26][C:25]([C:28]4[CH:33]=[CH:32][CH:31]=[CH:30][CH:29]=4)=[CH:24][CH:23]=3)[O:19][C:20]=2[CH3:21])=[CH:9][CH:8]=1)C.[OH-].[Na+]. (2) Given the product [NH2:1][C:2]1[N:11]=[CH:10][C:9]([C:12]2[CH:13]=[CH:14][C:15]([C:18]3[CH:19]=[N:20][N:21]([CH3:23])[CH:22]=3)=[CH:16][CH:17]=2)=[C:8]2[C:3]=1[CH:4]=[CH:5][C:6]([C:24]([N:26]1[CH2:31][CH2:30][NH:29][CH2:28][CH2:27]1)=[O:25])=[N:7]2, predict the reactants needed to synthesize it. The reactants are: [NH2:1][C:2]1[N:11]=[CH:10][C:9]([C:12]2[CH:17]=[CH:16][C:15]([C:18]3[CH:19]=[N:20][N:21]([CH3:23])[CH:22]=3)=[CH:14][CH:13]=2)=[C:8]2[C:3]=1[CH:4]=[CH:5][C:6]([C:24]([N:26]1[CH2:31][CH2:30][N:29](C(OC(C)(C)C)=O)[CH2:28][CH2:27]1)=[O:25])=[N:7]2.FC(F)(F)C(O)=O.